Dataset: Reaction yield outcomes from USPTO patents with 853,638 reactions. Task: Predict the reaction yield, written as a fraction of the theoretical maximum amount of product (1.0 means a 100% yield; for example, 0.34 means a 34% yield). (1) The reactants are [CH:1]12[O:6][CH:5]1[CH2:4][N:3]([C:7]([O:9][CH2:10][C:11]1[CH:20]=[CH:19][C:18]3[C:13](=[CH:14][CH:15]=[CH:16][CH:17]=3)[CH:12]=1)=[O:8])[CH2:2]2.C1C=CN=CC=1.[FH:27].C(Cl)Cl. No catalyst specified. The product is [F:27][C@H:1]1[C@H:5]([OH:6])[CH2:4][N:3]([C:7]([O:9][CH2:10][C:11]2[CH:20]=[CH:19][C:18]3[C:13](=[CH:14][CH:15]=[CH:16][CH:17]=3)[CH:12]=2)=[O:8])[CH2:2]1. The yield is 0.233. (2) The catalyst is C(Cl)Cl.CN(C=O)C.CO. The reactants are C(O[C:6]([N:8]1[CH2:12][C@@H:11]([CH2:13][O:14][CH3:15])[CH2:10][C@H:9]1[C:16]1[NH:20][C:19]2[C:21]3[C:26]([CH:27]=[CH:28][C:18]=2[N:17]=1)=[CH:25][C:24]1[C:29]2[C:34]([CH2:35][O:36][C:23]=1[CH:22]=3)=[CH:33][C:32]([C:37]1[NH:41][C:40]([C@@H:42]3[CH2:46][CH2:45][C@H:44]([CH3:47])[N:43]3C(OC(C)(C)C)=O)=[N:39][CH:38]=1)=[CH:31][CH:30]=2)=[O:7])(C)(C)C.Cl.[CH3:56][O:57][C:58]([NH:60][C@@H:61]([C@@H:65]([CH3:68])[CH2:66][CH3:67])[C:62]([OH:64])=O)=[O:59].CN(C(ON1N=N[C:79]2[CH:80]=[CH:81][CH:82]=[N:83]C1=2)=[N+](C)C)C.F[P-](F)(F)(F)(F)F.[CH3:93]CN(C(C)C)C(C)C.CO.C[CH2:105][O:106][C:107](C)=[O:108]. The product is [CH3:105][O:106][C:107]([NH:83][C@@H:82]([C@@H:81]([CH3:93])[CH2:80][CH3:79])[C:6]([N:8]1[CH2:12][C@@H:11]([CH2:13][O:14][CH3:15])[CH2:10][C@H:9]1[C:16]1[NH:20][C:19]2[C:21]3[C:26]([CH:27]=[CH:28][C:18]=2[N:17]=1)=[CH:25][C:24]1[C:29]2[C:34]([CH2:35][O:36][C:23]=1[CH:22]=3)=[CH:33][C:32]([C:37]1[NH:41][C:40]([C@@H:42]3[CH2:46][CH2:45][C@H:44]([CH3:47])[N:43]3[C:62](=[O:64])[C@@H:61]([NH:60][C:58](=[O:59])[O:57][CH3:56])[C@@H:65]([CH3:68])[CH2:66][CH3:67])=[N:39][CH:38]=1)=[CH:31][CH:30]=2)=[O:7])=[O:108]. The yield is 0.690. (3) The product is [Br:34][C:13]1[N:5]([CH:1]([CH2:3][CH3:4])[CH3:2])[C:6]2[C:11]([N:12]=1)=[C:10]([C:14]1[CH:15]=[N:16][C:17]([NH2:20])=[N:18][CH:19]=1)[N:9]=[C:8]([N:21]1[CH2:26][CH2:25][O:24][CH2:23][CH2:22]1)[N:7]=2. The catalyst is C(Cl)(Cl)Cl. The yield is 0.490. The reactants are [CH:1]([N:5]1[CH:13]=[N:12][C:11]2[C:6]1=[N:7][C:8]([N:21]1[CH2:26][CH2:25][O:24][CH2:23][CH2:22]1)=[N:9][C:10]=2[C:14]1[CH:15]=[N:16][C:17]([NH2:20])=[N:18][CH:19]=1)([CH2:3][CH3:4])[CH3:2].C1C(=O)N([Br:34])C(=O)C1. (4) The reactants are FC(F)(F)C(O)=O.[N:8]1[C:17]2[C:12](=[CH:13][C:14]([CH2:18][N:19]3[C:27]4[C:22](=[N:23][CH:24]=[C:25]([C:28]5[CH:49]=[CH:48][C:31]([C:32]([NH:34][CH:35]6[CH2:40][CH2:39][N:38](C(OC(C)(C)C)=O)[CH2:37][CH2:36]6)=[O:33])=[CH:30][CH:29]=5)[N:26]=4)[N:21]=[N:20]3)=[CH:15][CH:16]=2)[CH:11]=[CH:10][CH:9]=1. The catalyst is C(Cl)Cl. The product is [NH:38]1[CH2:39][CH2:40][CH:35]([NH:34][C:32](=[O:33])[C:31]2[CH:30]=[CH:29][C:28]([C:25]3[N:26]=[C:27]4[N:19]([CH2:18][C:14]5[CH:13]=[C:12]6[C:17](=[CH:16][CH:15]=5)[N:8]=[CH:9][CH:10]=[CH:11]6)[N:20]=[N:21][C:22]4=[N:23][CH:24]=3)=[CH:49][CH:48]=2)[CH2:36][CH2:37]1. The yield is 0.250. (5) The reactants are B1([C:10]2[CH:15]=[CH:14][C:13]([CH2:16][N:17]3[CH2:22][CH2:21][O:20][CH2:19][CH2:18]3)=[CH:12][CH:11]=2)OC(C)(C)C(C)(C)O1.I[C:24]1[CH:37]=[N:36][C:27]2[NH:28][C:29]3[CH:34]=[N:33][C:32]([Br:35])=[CH:31][C:30]=3[C:26]=2[CH:25]=1. The catalyst is C(=O)([O-])[O-].[Na+].[Na+].CC1CCCO1.C(OCC)(=O)C. The product is [Br:35][C:32]1[N:33]=[CH:34][C:29]2[NH:28][C:27]3[N:36]=[CH:37][C:24]([C:10]4[CH:11]=[CH:12][C:13]([CH2:16][N:17]5[CH2:18][CH2:19][O:20][CH2:21][CH2:22]5)=[CH:14][CH:15]=4)=[CH:25][C:26]=3[C:30]=2[CH:31]=1. The yield is 0.300. (6) The reactants are [F:1][C:2]1[CH:10]=[CH:9][C:5]([C:6](Cl)=[O:7])=[CH:4][CH:3]=1.[NH2:11][C:12]1([C:18]([OH:20])=[O:19])[CH2:17][CH2:16][CH2:15][CH2:14][CH2:13]1.C(=O)([O-])[O-].[Na+].[Na+]. The catalyst is CCOCC.O. The product is [F:1][C:2]1[CH:10]=[CH:9][C:5]([C:6]([NH:11][C:12]2([C:18]([OH:20])=[O:19])[CH2:17][CH2:16][CH2:15][CH2:14][CH2:13]2)=[O:7])=[CH:4][CH:3]=1. The yield is 0.660.